The task is: Predict the reactants needed to synthesize the given product.. This data is from Full USPTO retrosynthesis dataset with 1.9M reactions from patents (1976-2016). (1) Given the product [NH:25]1[CH:29]=[CH:28][C:27]([C:30]2[CH:31]=[CH:32][C:33]([C:34]([NH:60][CH2:59][C:55]3[CH:56]=[C:57]4[C:52](=[CH:53][CH:54]=3)[NH:51][C:50]([C:49]([F:62])([F:48])[F:61])=[CH:58]4)=[O:36])=[CH:37][CH:38]=2)=[N:26]1, predict the reactants needed to synthesize it. The reactants are: CN(C(ON1N=NC2C=CC=NC1=2)=[N+](C)C)C.F[P-](F)(F)(F)(F)F.[NH:25]1[CH:29]=[CH:28][C:27]([C:30]2[CH:38]=[CH:37][C:33]([C:34]([OH:36])=O)=[CH:32][CH:31]=2)=[N:26]1.CCN(C(C)C)C(C)C.[F:48][C:49]([F:62])([F:61])[C:50]1[NH:51][C:52]2[C:57]([CH:58]=1)=[CH:56][C:55]([CH2:59][NH2:60])=[CH:54][CH:53]=2. (2) The reactants are: [CH3:1][N:2]([CH3:34])[C:3]([N:5]1[C:13]2[CH:12]=[CH:11][C:10]([C:14]([N:16]3[CH2:21][CH2:20][CH:19]([CH3:22])[CH2:18][CH2:17]3)=[O:15])=[CH:9][C:8]=2[C:7]2[CH2:23][N:24](C(OC(C)(C)C)=O)[CH2:25][CH2:26][C:6]1=2)=[O:4].[C:35]([OH:41])([C:37]([F:40])([F:39])[F:38])=[O:36]. Given the product [OH:41][C:35]([C:37]([F:40])([F:39])[F:38])=[O:36].[CH3:34][N:2]([CH3:1])[C:3]([N:5]1[C:13]2[CH:12]=[CH:11][C:10]([C:14]([N:16]3[CH2:21][CH2:20][CH:19]([CH3:22])[CH2:18][CH2:17]3)=[O:15])=[CH:9][C:8]=2[C:7]2[CH2:23][NH:24][CH2:25][CH2:26][C:6]1=2)=[O:4], predict the reactants needed to synthesize it. (3) Given the product [CH3:1][O:2][C:3]1[CH:4]=[C:5]([CH:21]=[CH:22][C:23]=1[O:24][CH2:25][C:26]1[N:27]=[C:28]([C:32]2[CH:37]=[CH:36][CH:35]=[CH:34][CH:33]=2)[O:29][C:30]=1[CH3:31])[CH2:6][O:7][C:8]1[C:12]([CH:13]=[O:14])=[CH:11][N:10]([C:15]2[CH:16]=[CH:17][CH:18]=[CH:19][CH:20]=2)[N:9]=1, predict the reactants needed to synthesize it. The reactants are: [CH3:1][O:2][C:3]1[CH:4]=[C:5]([CH:21]=[CH:22][C:23]=1[O:24][CH2:25][C:26]1[N:27]=[C:28]([C:32]2[CH:37]=[CH:36][CH:35]=[CH:34][CH:33]=2)[O:29][C:30]=1[CH3:31])[CH2:6][O:7][C:8]1[C:12]([CH2:13][OH:14])=[CH:11][N:10]([C:15]2[CH:20]=[CH:19][CH:18]=[CH:17][CH:16]=2)[N:9]=1. (4) Given the product [C:1]1([C:7]2[CH:15]=[CH:14][CH:13]=[C:9]3[C:10]([O:18][C:16](=[O:17])[C:8]=23)=[S:11])[CH:2]=[CH:3][CH:4]=[CH:5][CH:6]=1, predict the reactants needed to synthesize it. The reactants are: [C:1]1([C:7]2[CH:15]=[CH:14][CH:13]=[C:9]([C:10](O)=[S:11])[C:8]=2[C:16]([OH:18])=[O:17])[CH:6]=[CH:5][CH:4]=[CH:3][CH:2]=1.C(OC(=O)C)(=O)C. (5) Given the product [CH3:24][O:7][C:6](=[O:8])[C:5]1[CH:9]=[C:10]([F:11])[C:2]([Cl:1])=[N:3][C:4]=1[NH:12][C:13]1[CH:18]=[CH:17][C:16]([Si:19]([CH3:20])([CH3:22])[CH3:21])=[CH:15][C:14]=1[F:23], predict the reactants needed to synthesize it. The reactants are: [Cl:1][C:2]1[C:10]([F:11])=[CH:9][C:5]([C:6]([OH:8])=[O:7])=[C:4]([NH:12][C:13]2[CH:18]=[CH:17][C:16]([Si:19]([CH3:22])([CH3:21])[CH3:20])=[CH:15][C:14]=2[F:23])[N:3]=1.[C:24](Cl)(=O)C(Cl)=O. (6) Given the product [CH2:15]([CH:18]1[C:19](=[O:20])[N:7]([C:1]2[CH:2]=[CH:3][CH:4]=[CH:5][CH:6]=2)[N:8]([C:9]2[CH:14]=[CH:13][CH:12]=[CH:11][CH:10]=2)[C:24]1=[O:25])[CH:16]=[CH2:17], predict the reactants needed to synthesize it. The reactants are: [C:1]1([NH:7][NH:8][C:9]2[CH:14]=[CH:13][CH:12]=[CH:11][CH:10]=2)[CH:6]=[CH:5][CH:4]=[CH:3][CH:2]=1.[CH2:15]([CH:18]([C:24](OCC)=[O:25])[C:19](OCC)=[O:20])[CH:16]=[CH2:17].[Na]. (7) The reactants are: Cl[C:2]1[CH:3]=[C:4]([C:8]2[S:12][C:11]([C:13]([O:15][CH2:16][CH3:17])=[O:14])=[CH:10][CH:9]=2)[N:5]=[N:6][CH:7]=1.[CH:18]1(B(O)O)[CH2:20][CH2:19]1.P([O-])([O-])([O-])=O.[K+].[K+].[K+].C1(P(C2CCCCC2)C2CCCCC2)CCCCC1. Given the product [CH:18]1([C:2]2[CH:3]=[C:4]([C:8]3[S:12][C:11]([C:13]([O:15][CH2:16][CH3:17])=[O:14])=[CH:10][CH:9]=3)[N:5]=[N:6][CH:7]=2)[CH2:20][CH2:19]1, predict the reactants needed to synthesize it. (8) Given the product [CH2:1]([O:4][CH:5]1[C:10]([O:14][C:47](=[O:51])[CH2:48][CH2:49][CH3:50])([CH2:11][CH2:12][CH3:13])[CH:9]([O:15][CH2:16][C:17]2[CH:22]=[CH:21][CH:20]=[CH:19][CH:18]=2)[CH:8]([O:23][CH2:24][C:25]2[CH:26]=[CH:27][CH:28]=[CH:29][CH:30]=2)[CH:7]([O:31][CH2:32][C:33]2[CH:38]=[CH:37][CH:36]=[CH:35][CH:34]=2)[CH:6]1[O:39][CH2:40][C:41]1[CH:42]=[CH:43][CH:44]=[CH:45][CH:46]=1)[CH:2]=[CH2:3], predict the reactants needed to synthesize it. The reactants are: [CH2:1]([O:4][CH:5]1[C:10]([OH:14])([CH2:11][CH2:12][CH3:13])[CH:9]([O:15][CH2:16][C:17]2[CH:22]=[CH:21][CH:20]=[CH:19][CH:18]=2)[CH:8]([O:23][CH2:24][C:25]2[CH:30]=[CH:29][CH:28]=[CH:27][CH:26]=2)[CH:7]([O:31][CH2:32][C:33]2[CH:38]=[CH:37][CH:36]=[CH:35][CH:34]=2)[CH:6]1[O:39][CH2:40][C:41]1[CH:46]=[CH:45][CH:44]=[CH:43][CH:42]=1)[CH:2]=[CH2:3].[C:47](O[C:47](=[O:51])[CH2:48][CH2:49][CH3:50])(=[O:51])[CH2:48][CH2:49][CH3:50]. (9) Given the product [C:1]([O:5][C:6]([N:8]1[C@@H:12]([C:13]([CH3:31])=[CH:14][C:15]2[CH:16]=[CH:17][CH:18]=[CH:19][CH:20]=2)[CH2:11][O:10][C:9]1([CH3:33])[CH3:32])=[O:7])([CH3:4])([CH3:2])[CH3:3], predict the reactants needed to synthesize it. The reactants are: [C:1]([O:5][C:6]([N:8]1[C@@H:12]([C:13]([CH3:31])(OC(OC2C=CC=CC=2)=S)[CH2:14][C:15]2[CH:20]=[CH:19][CH:18]=[CH:17][CH:16]=2)[CH2:11][O:10][C:9]1([CH3:33])[CH3:32])=[O:7])([CH3:4])([CH3:3])[CH3:2].N(C(C)(C)C#N)=NC(C)(C)C#N. (10) Given the product [C:6]1([CH:5]([C:4]([Cl:40])=[O:13])[C:35]([Cl:37])=[O:36])[CH:7]=[CH:8][CH:9]=[CH:10][CH:11]=1, predict the reactants needed to synthesize it. The reactants are: C(O[C:4](=[O:13])[CH2:5][C:6]1[CH:11]=[CH:10][C:9](N)=[CH:8][CH:7]=1)C.C(N(CC)CC)C.FC(F)(F)C1C=CC(C2C([C:35]([Cl:37])=[O:36])=CC=CC=2)=CC=1.[ClH:40].